Dataset: Protein-peptide binding for MDM2, ACE2, and 12ca5 with 34 validated binders. Task: Binary Classification. Given protein and peptide amino acid sequences, predict whether they interact or not. (1) The protein target is MDM2 with sequence MCNTNMSVPTDGAVTTSQIPASEQETLVRPKPLLLKLLKSVGAQKDTYTMKEVLFYLGQYIMTKRLYDEKQQHIVYCSNDLLGDLFGVPSFSVKEHRKIYTMIYRNLVVVNQQESSDSGTSVSENRCHLEGGSDQKDLVQELQEEKPSSSHLVSRPSTSSRRRAISETEENSDELSGERQRKRHKSDSISLSFDESLALCVIREICCERSSSSESTGTPSNPDLDAGVSEHSGDWLDQDSVSDQFSVEFEVESLDSEDYSLSEEGQELSDEDDEVYQVTVYQAGESDTDSFEEDPEISLADYWKCTSCNEMNPPLPSHCNRCWALRENWLPEDKGKDKGEISEKAKLENSTQAEEGFDVPDCKKTIVNDSRESCVEENDDKITQASQSQESEDYSQPSTSSSIIYSSQEDVKEFEREETQDKEESVESSLPLNAIEPCVICQGRPKNGCIVHGKTGHLMACFTCAKKLKKRNKPCPVCRQPIQMIVLTYFP. The peptide is ASFAEYWAALAAK. (2) The protein target is MDM2 with sequence MCNTNMSVPTDGAVTTSQIPASEQETLVRPKPLLLKLLKSVGAQKDTYTMKEVLFYLGQYIMTKRLYDEKQQHIVYCSNDLLGDLFGVPSFSVKEHRKIYTMIYRNLVVVNQQESSDSGTSVSENRCHLEGGSDQKDLVQELQEEKPSSSHLVSRPSTSSRRRAISETEENSDELSGERQRKRHKSDSISLSFDESLALCVIREICCERSSSSESTGTPSNPDLDAGVSEHSGDWLDQDSVSDQFSVEFEVESLDSEDYSLSEEGQELSDEDDEVYQVTVYQAGESDTDSFEEDPEISLADYWKCTSCNEMNPPLPSHCNRCWALRENWLPEDKGKDKGEISEKAKLENSTQAEEGFDVPDCKKTIVNDSRESCVEENDDKITQASQSQESEDYSQPSTSSSIIYSSQEDVKEFEREETQDKEESVESSLPLNAIEPCVICQGRPKNGCIVHGKTGHLMACFTCAKKLKKRNKPCPVCRQPIQMIVLTYFP. The peptide is ASFAAYWNALSAK. (3) The protein target is MDM2 with sequence MCNTNMSVPTDGAVTTSQIPASEQETLVRPKPLLLKLLKSVGAQKDTYTMKEVLFYLGQYIMTKRLYDEKQQHIVYCSNDLLGDLFGVPSFSVKEHRKIYTMIYRNLVVVNQQESSDSGTSVSENRCHLEGGSDQKDLVQELQEEKPSSSHLVSRPSTSSRRRAISETEENSDELSGERQRKRHKSDSISLSFDESLALCVIREICCERSSSSESTGTPSNPDLDAGVSEHSGDWLDQDSVSDQFSVEFEVESLDSEDYSLSEEGQELSDEDDEVYQVTVYQAGESDTDSFEEDPEISLADYWKCTSCNEMNPPLPSHCNRCWALRENWLPEDKGKDKGEISEKAKLENSTQAEEGFDVPDCKKTIVNDSRESCVEENDDKITQASQSQESEDYSQPSTSSSIIYSSQEDVKEFEREETQDKEESVESSLPLNAIEPCVICQGRPKNGCIVHGKTGHLMACFTCAKKLKKRNKPCPVCRQPIQMIVLTYFP. The peptide is AAFAEYWALAAPK. (4) The protein target is ACE2 with sequence MSSSSWLLLSLVAVTAAQSTIEEQAKTFLDKFNHEAEDLFYQSSLASWNYNTNITEENVQNMNNAGDKWSAFLKEQSTLAQMYPLQEIQNLTVKLQLQALQQNGSSVLSEDKSKRLNTILNTMSTIYSTGKVCNPDNPQECLLLEPGLNEIMANSLDYNERLWAWESWRSEVGKQLRPLYEEYVVLKNEMARANHYEDYGDYWRGDYEVNGVDGYDYSRGQLIEDVEHTFEEIKPLYEHLHAYVRAKLMNAYPSYISPIGCLPAHLLGDMWGRFWTNLYSLTVPFGQKPNIDVTDAMVDQAWDAQRIFKEAEKFFVSVGLPNMTQGFWENSMLTDPGNVQKAVCHPTAWDLGKGDFRILMCTKVTMDDFLTAHHEMGHIQYDMAYAAQPFLLRNGANEGFHEAVGEIMSLSAATPKHLKSIGLLSPDFQEDNETEINFLLKQALTIVGTLPFTYMLEKWRWMVFKGEIPKDQWMKKWWEMKREIVGVVEPVPHDETYCDP.... The peptide is TRALSNFDFFRPK. (5) The protein target is MDM2 with sequence MCNTNMSVPTDGAVTTSQIPASEQETLVRPKPLLLKLLKSVGAQKDTYTMKEVLFYLGQYIMTKRLYDEKQQHIVYCSNDLLGDLFGVPSFSVKEHRKIYTMIYRNLVVVNQQESSDSGTSVSENRCHLEGGSDQKDLVQELQEEKPSSSHLVSRPSTSSRRRAISETEENSDELSGERQRKRHKSDSISLSFDESLALCVIREICCERSSSSESTGTPSNPDLDAGVSEHSGDWLDQDSVSDQFSVEFEVESLDSEDYSLSEEGQELSDEDDEVYQVTVYQAGESDTDSFEEDPEISLADYWKCTSCNEMNPPLPSHCNRCWALRENWLPEDKGKDKGEISEKAKLENSTQAEEGFDVPDCKKTIVNDSRESCVEENDDKITQASQSQESEDYSQPSTSSSIIYSSQEDVKEFEREETQDKEESVESSLPLNAIEPCVICQGRPKNGCIVHGKTGHLMACFTCAKKLKKRNKPCPVCRQPIQMIVLTYFP. The peptide is AAFAEYWAALSAK. (6) The protein target is MDM2 with sequence MCNTNMSVPTDGAVTTSQIPASEQETLVRPKPLLLKLLKSVGAQKDTYTMKEVLFYLGQYIMTKRLYDEKQQHIVYCSNDLLGDLFGVPSFSVKEHRKIYTMIYRNLVVVNQQESSDSGTSVSENRCHLEGGSDQKDLVQELQEEKPSSSHLVSRPSTSSRRRAISETEENSDELSGERQRKRHKSDSISLSFDESLALCVIREICCERSSSSESTGTPSNPDLDAGVSEHSGDWLDQDSVSDQFSVEFEVESLDSEDYSLSEEGQELSDEDDEVYQVTVYQAGESDTDSFEEDPEISLADYWKCTSCNEMNPPLPSHCNRCWALRENWLPEDKGKDKGEISEKAKLENSTQAEEGFDVPDCKKTIVNDSRESCVEENDDKITQASQSQESEDYSQPSTSSSIIYSSQEDVKEFEREETQDKEESVESSLPLNAIEPCVICQGRPKNGCIVHGKTGHLMACFTCAKKLKKRNKPCPVCRQPIQMIVLTYFP. The peptide is ASFAEYWNALAAK. (7) The protein target is MDM2 with sequence MCNTNMSVPTDGAVTTSQIPASEQETLVRPKPLLLKLLKSVGAQKDTYTMKEVLFYLGQYIMTKRLYDEKQQHIVYCSNDLLGDLFGVPSFSVKEHRKIYTMIYRNLVVVNQQESSDSGTSVSENRCHLEGGSDQKDLVQELQEEKPSSSHLVSRPSTSSRRRAISETEENSDELSGERQRKRHKSDSISLSFDESLALCVIREICCERSSSSESTGTPSNPDLDAGVSEHSGDWLDQDSVSDQFSVEFEVESLDSEDYSLSEEGQELSDEDDEVYQVTVYQAGESDTDSFEEDPEISLADYWKCTSCNEMNPPLPSHCNRCWALRENWLPEDKGKDKGEISEKAKLENSTQAEEGFDVPDCKKTIVNDSRESCVEENDDKITQASQSQESEDYSQPSTSSSIIYSSQEDVKEFEREETQDKEESVESSLPLNAIEPCVICQGRPKNGCIVHGKTGHLMACFTCAKKLKKRNKPCPVCRQPIQMIVLTYFP. The peptide is ASFAAYWAALSAK. The binding affinity (KD) is 1.90 nM. (8) The peptide is ASAAAYWNLLAAK. The protein target is MDM2 with sequence MCNTNMSVPTDGAVTTSQIPASEQETLVRPKPLLLKLLKSVGAQKDTYTMKEVLFYLGQYIMTKRLYDEKQQHIVYCSNDLLGDLFGVPSFSVKEHRKIYTMIYRNLVVVNQQESSDSGTSVSENRCHLEGGSDQKDLVQELQEEKPSSSHLVSRPSTSSRRRAISETEENSDELSGERQRKRHKSDSISLSFDESLALCVIREICCERSSSSESTGTPSNPDLDAGVSEHSGDWLDQDSVSDQFSVEFEVESLDSEDYSLSEEGQELSDEDDEVYQVTVYQAGESDTDSFEEDPEISLADYWKCTSCNEMNPPLPSHCNRCWALRENWLPEDKGKDKGEISEKAKLENSTQAEEGFDVPDCKKTIVNDSRESCVEENDDKITQASQSQESEDYSQPSTSSSIIYSSQEDVKEFEREETQDKEESVESSLPLNAIEPCVICQGRPKNGCIVHGKTGHLMACFTCAKKLKKRNKPCPVCRQPIQMIVLTYFP. (9) The peptide is AAFAEYWAALSPK. The protein target is MDM2 with sequence MCNTNMSVPTDGAVTTSQIPASEQETLVRPKPLLLKLLKSVGAQKDTYTMKEVLFYLGQYIMTKRLYDEKQQHIVYCSNDLLGDLFGVPSFSVKEHRKIYTMIYRNLVVVNQQESSDSGTSVSENRCHLEGGSDQKDLVQELQEEKPSSSHLVSRPSTSSRRRAISETEENSDELSGERQRKRHKSDSISLSFDESLALCVIREICCERSSSSESTGTPSNPDLDAGVSEHSGDWLDQDSVSDQFSVEFEVESLDSEDYSLSEEGQELSDEDDEVYQVTVYQAGESDTDSFEEDPEISLADYWKCTSCNEMNPPLPSHCNRCWALRENWLPEDKGKDKGEISEKAKLENSTQAEEGFDVPDCKKTIVNDSRESCVEENDDKITQASQSQESEDYSQPSTSSSIIYSSQEDVKEFEREETQDKEESVESSLPLNAIEPCVICQGRPKNGCIVHGKTGHLMACFTCAKKLKKRNKPCPVCRQPIQMIVLTYFP. (10) The protein target is ACE2 with sequence MSSSSWLLLSLVAVTAAQSTIEEQAKTFLDKFNHEAEDLFYQSSLASWNYNTNITEENVQNMNNAGDKWSAFLKEQSTLAQMYPLQEIQNLTVKLQLQALQQNGSSVLSEDKSKRLNTILNTMSTIYSTGKVCNPDNPQECLLLEPGLNEIMANSLDYNERLWAWESWRSEVGKQLRPLYEEYVVLKNEMARANHYEDYGDYWRGDYEVNGVDGYDYSRGQLIEDVEHTFEEIKPLYEHLHAYVRAKLMNAYPSYISPIGCLPAHLLGDMWGRFWTNLYSLTVPFGQKPNIDVTDAMVDQAWDAQRIFKEAEKFFVSVGLPNMTQGFWENSMLTDPGNVQKAVCHPTAWDLGKGDFRILMCTKVTMDDFLTAHHEMGHIQYDMAYAAQPFLLRNGANEGFHEAVGEIMSLSAATPKHLKSIGLLSPDFQEDNETEINFLLKQALTIVGTLPFTYMLEKWRWMVFKGEIPKDQWMKKWWEMKREIVGVVEPVPHDETYCDP.... The peptide is LHFMNWAMNRGGK.